Dataset: Full USPTO retrosynthesis dataset with 1.9M reactions from patents (1976-2016). Task: Predict the reactants needed to synthesize the given product. (1) Given the product [Cl:1][C:2]#[C:7][C:6]1[CH:5]=[C:4]([CH3:11])[C:3]([CH:13]2[C:19](=[O:20])[CH:18]3[CH2:22][CH:15]([CH2:16][CH2:17]3)[C:14]2=[O:23])=[C:9]([CH3:10])[CH:8]=1, predict the reactants needed to synthesize it. The reactants are: [Cl:1][C:2]1[CH:7]=[C:6]([C:8]#[C:9][CH3:10])[CH:5]=[C:4]([CH2:11]C)[C:3]=1[C:13]1[C:14](=[O:23])[CH:15]2[CH2:22][CH:18]([C:19]=1[O:20]C)[CH2:17][CH2:16]2. (2) Given the product [C:6]([CH:8]1[CH2:13][CH2:12][N:11]([C:14]([NH:16][C:17]2[CH:18]=[CH:19][C:20]3[N:21]([CH:31]([CH3:33])[CH3:32])[C:22]4[C:27]([C:28]=3[C:29]=2[CH3:30])=[CH:26][CH:25]=[CH:24][CH:23]=4)=[O:15])[CH2:10][CH2:9]1)([OH:7])=[O:5], predict the reactants needed to synthesize it. The reactants are: [OH-].[Na+].C([O:5][C:6]([CH:8]1[CH2:13][CH2:12][N:11]([C:14]([NH:16][C:17]2[CH:18]=[CH:19][C:20]3[N:21]([CH:31]([CH3:33])[CH3:32])[C:22]4[C:27]([C:28]=3[C:29]=2[CH3:30])=[CH:26][CH:25]=[CH:24][CH:23]=4)=[O:15])[CH2:10][CH2:9]1)=[O:7])C.Cl. (3) Given the product [ClH:43].[Cl:43][C:39]1[CH:40]=[C:24]([CH:25]=[CH:37][CH:38]=1)[CH2:23][S:22][C:11]1[CH:10]=[C:9]([O:8][CH2:1][C:2]2[CH:7]=[CH:6][CH:5]=[CH:4][CH:3]=2)[C:14]([NH:15][C:16]2[S:17][CH:18]=[C:19]([CH3:21])[N:20]=2)=[N:13][CH:12]=1, predict the reactants needed to synthesize it. The reactants are: [CH2:1]([O:8][C:9]1[CH:10]=[C:11]([S:22][CH2:23][CH2:24][C:25](OC)=O)[CH:12]=[N:13][C:14]=1[NH:15][C:16]1[S:17][CH:18]=[C:19]([CH3:21])[N:20]=1)[C:2]1[CH:7]=[CH:6][CH:5]=[CH:4][CH:3]=1.CC([O-])(C)C.[K+].BrC[C:37]1C=C[CH:40]=[C:39]([Cl:43])[CH:38]=1.Cl. (4) Given the product [Cl:1][C:2]1[CH:3]=[CH:4][C:5]([C:29]#[N:30])=[C:6]([C:8]2[C:13]([O:14][CH:15]([F:16])[F:17])=[CH:12][N:11]([CH:18]([CH2:22][C:23]3[O:27][CH:26]=[N:25][CH:24]=3)[C:19]([NH:40][C:38]3[CH:37]=[CH:36][C:35]4[N:34]([CH:33]=[CH:32][N:31]=4)[CH:39]=3)=[O:21])[C:10](=[O:28])[CH:9]=2)[CH:7]=1, predict the reactants needed to synthesize it. The reactants are: [Cl:1][C:2]1[CH:3]=[CH:4][C:5]([C:29]#[N:30])=[C:6]([C:8]2[C:13]([O:14][CH:15]([F:17])[F:16])=[CH:12][N:11]([CH:18]([CH2:22][C:23]3[O:27][CH:26]=[N:25][CH:24]=3)[C:19]([OH:21])=O)[C:10](=[O:28])[CH:9]=2)[CH:7]=1.[N:31]1[CH:32]=[CH:33][N:34]2[CH:39]=[C:38]([NH2:40])[CH:37]=[CH:36][C:35]=12.